From a dataset of NCI-60 drug combinations with 297,098 pairs across 59 cell lines. Regression. Given two drug SMILES strings and cell line genomic features, predict the synergy score measuring deviation from expected non-interaction effect. (1) Drug 1: C1=NC2=C(N1)C(=S)N=C(N2)N. Drug 2: CCC1(CC2CC(C3=C(CCN(C2)C1)C4=CC=CC=C4N3)(C5=C(C=C6C(=C5)C78CCN9C7C(C=CC9)(C(C(C8N6C=O)(C(=O)OC)O)OC(=O)C)CC)OC)C(=O)OC)O.OS(=O)(=O)O. Cell line: UACC62. Synergy scores: CSS=44.5, Synergy_ZIP=-0.286, Synergy_Bliss=-0.928, Synergy_Loewe=-0.0311, Synergy_HSA=0.107. (2) Drug 1: CC1=C(N=C(N=C1N)C(CC(=O)N)NCC(C(=O)N)N)C(=O)NC(C(C2=CN=CN2)OC3C(C(C(C(O3)CO)O)O)OC4C(C(C(C(O4)CO)O)OC(=O)N)O)C(=O)NC(C)C(C(C)C(=O)NC(C(C)O)C(=O)NCCC5=NC(=CS5)C6=NC(=CS6)C(=O)NCCC[S+](C)C)O. Drug 2: C1=NC2=C(N1)C(=S)N=CN2. Cell line: K-562. Synergy scores: CSS=43.7, Synergy_ZIP=0.228, Synergy_Bliss=2.32, Synergy_Loewe=-19.0, Synergy_HSA=2.84. (3) Drug 1: CS(=O)(=O)C1=CC(=C(C=C1)C(=O)NC2=CC(=C(C=C2)Cl)C3=CC=CC=N3)Cl. Drug 2: C1=CC=C(C=C1)NC(=O)CCCCCCC(=O)NO. Cell line: PC-3. Synergy scores: CSS=7.34, Synergy_ZIP=-4.51, Synergy_Bliss=-2.93, Synergy_Loewe=-11.8, Synergy_HSA=-3.19. (4) Drug 1: CCCCC(=O)OCC(=O)C1(CC(C2=C(C1)C(=C3C(=C2O)C(=O)C4=C(C3=O)C=CC=C4OC)O)OC5CC(C(C(O5)C)O)NC(=O)C(F)(F)F)O. Drug 2: CC(C)CN1C=NC2=C1C3=CC=CC=C3N=C2N. Cell line: SF-295. Synergy scores: CSS=16.4, Synergy_ZIP=-2.91, Synergy_Bliss=-5.55, Synergy_Loewe=-3.80, Synergy_HSA=-6.42. (5) Drug 1: CS(=O)(=O)C1=CC(=C(C=C1)C(=O)NC2=CC(=C(C=C2)Cl)C3=CC=CC=N3)Cl. Drug 2: C1=CC(=CC=C1CC(C(=O)O)N)N(CCCl)CCCl.Cl. Cell line: CAKI-1. Synergy scores: CSS=27.2, Synergy_ZIP=-8.98, Synergy_Bliss=-5.77, Synergy_Loewe=-34.8, Synergy_HSA=-4.53. (6) Drug 1: C1CCN(CC1)CCOC2=CC=C(C=C2)C(=O)C3=C(SC4=C3C=CC(=C4)O)C5=CC=C(C=C5)O. Drug 2: CC(C1=C(C=CC(=C1Cl)F)Cl)OC2=C(N=CC(=C2)C3=CN(N=C3)C4CCNCC4)N. Cell line: K-562. Synergy scores: CSS=38.6, Synergy_ZIP=-1.68, Synergy_Bliss=-6.74, Synergy_Loewe=-6.21, Synergy_HSA=-5.47. (7) Drug 1: C1=CC(=CC=C1C#N)C(C2=CC=C(C=C2)C#N)N3C=NC=N3. Drug 2: B(C(CC(C)C)NC(=O)C(CC1=CC=CC=C1)NC(=O)C2=NC=CN=C2)(O)O. Cell line: SNB-19. Synergy scores: CSS=47.8, Synergy_ZIP=2.94, Synergy_Bliss=2.84, Synergy_Loewe=-11.3, Synergy_HSA=-0.159. (8) Drug 1: CN(CCCl)CCCl.Cl. Drug 2: COCCOC1=C(C=C2C(=C1)C(=NC=N2)NC3=CC=CC(=C3)C#C)OCCOC.Cl. Cell line: U251. Synergy scores: CSS=3.31, Synergy_ZIP=-7.81, Synergy_Bliss=-5.51, Synergy_Loewe=-12.7, Synergy_HSA=-5.10. (9) Drug 1: CC(CN1CC(=O)NC(=O)C1)N2CC(=O)NC(=O)C2. Drug 2: CC(C)NC(=O)C1=CC=C(C=C1)CNNC.Cl. Cell line: LOX IMVI. Synergy scores: CSS=25.2, Synergy_ZIP=-9.82, Synergy_Bliss=-4.50, Synergy_Loewe=-0.682, Synergy_HSA=0.00821.